From a dataset of Full USPTO retrosynthesis dataset with 1.9M reactions from patents (1976-2016). Predict the reactants needed to synthesize the given product. (1) Given the product [F:23][C:24]([F:37])([F:36])[S:25]([O:12][C:9]1[CH:10]=[CH:11][N:6]([CH2:5][C:4]2[CH:14]=[CH:15][CH:16]=[C:2]([F:1])[CH:3]=2)[C:7](=[O:13])[CH:8]=1)(=[O:27])=[O:26], predict the reactants needed to synthesize it. The reactants are: [F:1][C:2]1[CH:3]=[C:4]([CH:14]=[CH:15][CH:16]=1)[CH2:5][N:6]1[CH:11]=[CH:10][C:9]([OH:12])=[CH:8][C:7]1=[O:13].N1C=CC=CC=1.[F:23][C:24]([F:37])([F:36])[S:25](O[S:25]([C:24]([F:37])([F:36])[F:23])(=[O:27])=[O:26])(=[O:27])=[O:26]. (2) Given the product [CH2:1]([C:3]1[CH:4]=[CH:5][C:6]([CH:9]2[CH2:10][CH:11]([C:23]3[O:24][N:36]=[C:34]([CH2:33][C:30]4[CH:31]=[CH:32][C:27]([F:26])=[CH:28][CH:29]=4)[N:35]=3)[CH2:12][N:13]([C:15]([N:17]3[CH2:18][CH2:19][O:20][CH2:21][CH2:22]3)=[O:16])[CH2:14]2)=[CH:7][CH:8]=1)[CH3:2], predict the reactants needed to synthesize it. The reactants are: [CH2:1]([C:3]1[CH:8]=[CH:7][C:6]([CH:9]2[CH2:14][N:13]([C:15]([N:17]3[CH2:22][CH2:21][O:20][CH2:19][CH2:18]3)=[O:16])[CH2:12][CH:11]([C:23](O)=[O:24])[CH2:10]2)=[CH:5][CH:4]=1)[CH3:2].[F:26][C:27]1[CH:32]=[CH:31][C:30]([CH2:33][C:34](=[N:36]O)[NH2:35])=[CH:29][CH:28]=1. (3) Given the product [CH2:12]([S:14]([C:15]1[CH:20]=[CH:19][CH:18]=[CH:17][C:16]=1[C:21]1[CH:22]=[CH:23][C:24]2[N:25]([CH:28]=[C:29]([C:31]([F:36])([F:37])[C:32]([F:35])([F:33])[F:34])[N:30]=2)[C:26]=1[CH3:27])=[O:9])[CH3:13], predict the reactants needed to synthesize it. The reactants are: ClC1C=CC=C(C(OO)=[O:9])C=1.[CH2:12]([S:14][C:15]1[CH:20]=[CH:19][CH:18]=[CH:17][C:16]=1[C:21]1[CH:22]=[CH:23][C:24]2[N:25]([CH:28]=[C:29]([C:31]([F:37])([F:36])[C:32]([F:35])([F:34])[F:33])[N:30]=2)[C:26]=1[CH3:27])[CH3:13].S([O-])([O-])(=O)=S.[Na+].[Na+].C(=O)(O)[O-].[Na+]. (4) Given the product [Cl:1][CH2:2][CH2:3][CH2:4][O:5][C:6]1[CH:11]=[CH:10][C:9]([C:12]2[S:13][C:14]([CH2:18][C:19]([OH:21])=[O:20])=[C:15]([CH3:17])[N:16]=2)=[CH:8][CH:7]=1, predict the reactants needed to synthesize it. The reactants are: [Cl:1][CH2:2][CH2:3][CH2:4][O:5][C:6]1[CH:11]=[CH:10][C:9]([C:12]2[S:13][C:14]([CH2:18][C:19]([O:21]CC)=[O:20])=[C:15]([CH3:17])[N:16]=2)=[CH:8][CH:7]=1.[OH-].[Na+].Cl. (5) Given the product [C:1]([O:5][C:6](=[O:19])[CH2:7][O:8][C:9]1[CH:14]=[CH:13][C:12]([NH2:15])=[C:11]([F:18])[CH:10]=1)([CH3:4])([CH3:2])[CH3:3], predict the reactants needed to synthesize it. The reactants are: [C:1]([O:5][C:6](=[O:19])[CH2:7][O:8][C:9]1[CH:14]=[CH:13][C:12]([N+:15]([O-])=O)=[C:11]([F:18])[CH:10]=1)([CH3:4])([CH3:3])[CH3:2]. (6) The reactants are: [CH:1]1([OH:13])[CH2:12][CH2:11][CH2:10][CH2:9][CH2:8][CH2:7][CH2:6][CH2:5][CH2:4][CH2:3][CH2:2]1.[C:14]([O:17][CH:18]1[CH:23]([N:24]([CH3:26])[CH3:25])[CH2:22][CH:21]([CH3:27])[O:20][CH:19]1F)(=[O:16])[CH3:15].B(F)(F)F.CCOCC. Given the product [C:14]([O:17][CH:18]1[CH:23]([N:24]([CH3:25])[CH3:26])[CH2:22][CH:21]([CH3:27])[O:20][CH:19]1[O:13][CH:1]1[CH2:12][CH2:11][CH2:10][CH2:9][CH2:8][CH2:7][CH2:6][CH2:5][CH2:4][CH2:3][CH2:2]1)(=[O:16])[CH3:15], predict the reactants needed to synthesize it. (7) Given the product [C:13]([C:14]1[CH:15]=[C:16]([NH2:17])[N:10]([C:4]2[CH:5]=[CH:6][C:7]([CH3:9])=[CH:8][C:3]=2[CH3:2])[N:11]=1)([CH3:20])([CH3:19])[CH3:12], predict the reactants needed to synthesize it. The reactants are: Cl.[CH3:2][C:3]1[CH:8]=[C:7]([CH3:9])[CH:6]=[CH:5][C:4]=1[NH:10][NH2:11].[CH3:12][C:13]([CH3:20])([CH3:19])[C:14](=O)[CH2:15][C:16]#[N:17]. (8) Given the product [NH2:20][C:11]1[C:10]2[N:9]=[C:8]([CH2:21][CH3:22])[N:7]([CH2:6][CH2:5][O:4][CH2:3][CH2:2][NH:1][C:30]([NH:29][C:23]3[CH:28]=[CH:27][CH:26]=[CH:25][CH:24]=3)=[O:31])[C:19]=2[C:18]2[CH:17]=[CH:16][CH:15]=[CH:14][C:13]=2[N:12]=1, predict the reactants needed to synthesize it. The reactants are: [NH2:1][CH2:2][CH2:3][O:4][CH2:5][CH2:6][N:7]1[C:19]2[C:18]3[CH:17]=[CH:16][CH:15]=[CH:14][C:13]=3[N:12]=[C:11]([NH2:20])[C:10]=2[N:9]=[C:8]1[CH2:21][CH3:22].[C:23]1([N:29]=[C:30]=[O:31])[CH:28]=[CH:27][CH:26]=[CH:25][CH:24]=1. (9) Given the product [F:25][C:22]1[CH:23]=[CH:24][C:19]([CH2:18][O:17][C:14]2[CH:15]=[CH:16][N:11]([C:8]3[CH:9]=[CH:10][C:5]4[N:6]([C:27]([CH3:28])=[C:3]([CH2:2][C:33]#[N:34])[N:4]=4)[CH:7]=3)[C:12](=[O:26])[CH:13]=2)=[CH:20][CH:21]=1, predict the reactants needed to synthesize it. The reactants are: Cl[CH2:2][C:3]1[N:4]=[C:5]2[CH:10]=[CH:9][C:8]([N:11]3[CH:16]=[CH:15][C:14]([O:17][CH2:18][C:19]4[CH:24]=[CH:23][C:22]([F:25])=[CH:21][CH:20]=4)=[CH:13][C:12]3=[O:26])=[CH:7][N:6]2[C:27]=1[CH3:28].C[Si]([C:33]#[N:34])(C)C.CCCC[N+](CCCC)(CCCC)CCCC.[F-].